From a dataset of Merck oncology drug combination screen with 23,052 pairs across 39 cell lines. Regression. Given two drug SMILES strings and cell line genomic features, predict the synergy score measuring deviation from expected non-interaction effect. (1) Drug 2: NC1CCCCC1N.O=C(O)C(=O)O.[Pt+2]. Cell line: VCAP. Drug 1: O=C(NOCC(O)CO)c1ccc(F)c(F)c1Nc1ccc(I)cc1F. Synergy scores: synergy=-2.82. (2) Drug 2: O=C(NOCC(O)CO)c1ccc(F)c(F)c1Nc1ccc(I)cc1F. Synergy scores: synergy=-2.59. Drug 1: NC(=O)c1cccc2cn(-c3ccc(C4CCCNC4)cc3)nc12. Cell line: KPL1. (3) Drug 1: CC(=O)OC1C(=O)C2(C)C(O)CC3OCC3(OC(C)=O)C2C(OC(=O)c2ccccc2)C2(O)CC(OC(=O)C(O)C(NC(=O)c3ccccc3)c3ccccc3)C(C)=C1C2(C)C. Drug 2: COC1CC2CCC(C)C(O)(O2)C(=O)C(=O)N2CCCCC2C(=O)OC(C(C)CC2CCC(OP(C)(C)=O)C(OC)C2)CC(=O)C(C)C=C(C)C(O)C(OC)C(=O)C(C)CC(C)C=CC=CC=C1C. Cell line: VCAP. Synergy scores: synergy=41.1. (4) Drug 1: O=S1(=O)NC2(CN1CC(F)(F)F)C1CCC2Cc2cc(C=CCN3CCC(C(F)(F)F)CC3)ccc2C1. Drug 2: Cc1nc(Nc2ncc(C(=O)Nc3c(C)cccc3Cl)s2)cc(N2CCN(CCO)CC2)n1. Cell line: LOVO. Synergy scores: synergy=44.2. (5) Drug 1: CN(Cc1cnc2nc(N)nc(N)c2n1)c1ccc(C(=O)NC(CCC(=O)O)C(=O)O)cc1. Drug 2: NC(=O)c1cccc2cn(-c3ccc(C4CCCNC4)cc3)nc12. Cell line: NCIH23. Synergy scores: synergy=-13.4. (6) Drug 1: CC1CC2C3CCC4=CC(=O)C=CC4(C)C3(F)C(O)CC2(C)C1(O)C(=O)CO. Drug 2: N#Cc1ccc(Cn2cncc2CN2CCN(c3cccc(Cl)c3)C(=O)C2)cc1. Cell line: SW620. Synergy scores: synergy=2.58.